This data is from Peptide-MHC class I binding affinity with 185,985 pairs from IEDB/IMGT. The task is: Regression. Given a peptide amino acid sequence and an MHC pseudo amino acid sequence, predict their binding affinity value. This is MHC class I binding data. (1) The peptide sequence is SRRFFPYYVYN. The MHC is HLA-B27:05 with pseudo-sequence HLA-B27:05. The binding affinity (normalized) is 0. (2) The peptide sequence is GVNNLPYNWK. The MHC is HLA-A33:01 with pseudo-sequence HLA-A33:01. The binding affinity (normalized) is 0.0176. (3) The peptide sequence is KLGGGQYGK. The MHC is HLA-A30:01 with pseudo-sequence HLA-A30:01. The binding affinity (normalized) is 0.0543. (4) The peptide sequence is NHIGVELSL. The MHC is HLA-B38:01 with pseudo-sequence HLA-B38:01. The binding affinity (normalized) is 0.681. (5) The peptide sequence is KPWDVVPMV. The MHC is HLA-B51:01 with pseudo-sequence HLA-B51:01. The binding affinity (normalized) is 0.327. (6) The peptide sequence is HKNKFMAIL. The MHC is HLA-B15:01 with pseudo-sequence HLA-B15:01. The binding affinity (normalized) is 0. (7) The peptide sequence is REALQGGDRGF. The MHC is Mamu-A11 with pseudo-sequence Mamu-A11. The binding affinity (normalized) is 0.237.